This data is from Forward reaction prediction with 1.9M reactions from USPTO patents (1976-2016). The task is: Predict the product of the given reaction. (1) Given the reactants [CH3:1][O:2][C:3]1[N:13]=[CH:12][C:11]2[S:10][CH2:9][CH2:8][N:7]([CH2:14][C:15]3[CH:24]=[CH:23][C:18]([C:19]([O:21]C)=[O:20])=[CH:17][CH:16]=3)[CH2:6][C:5]=2[CH:4]=1.[OH-].[Li+].CO.C1COCC1, predict the reaction product. The product is: [CH3:1][O:2][C:3]1[N:13]=[CH:12][C:11]2[S:10][CH2:9][CH2:8][N:7]([CH2:14][C:15]3[CH:24]=[CH:23][C:18]([C:19]([OH:21])=[O:20])=[CH:17][CH:16]=3)[CH2:6][C:5]=2[CH:4]=1. (2) Given the reactants [C:1]([NH2:4])(=[O:3])[CH3:2].C[Si]([N-][Si](C)(C)C)(C)C.[Li+].[I:15][C:16]1[C:24]2[C:19](=[CH:20][CH:21]=[C:22]([C:25]3[N:29]=[C:28](C(Cl)(Cl)Cl)[O:27][N:26]=3)[CH:23]=2)[N:18]([S:34]([C:37]2[CH:43]=[CH:42][C:40]([CH3:41])=[CH:39][CH:38]=2)(=[O:36])=[O:35])[CH:17]=1, predict the reaction product. The product is: [I:15][C:16]1[C:24]2[C:19](=[CH:20][CH:21]=[C:22]([C:25]3[N:29]=[C:28]([NH:4][C:1](=[O:3])[CH3:2])[O:27][N:26]=3)[CH:23]=2)[N:18]([S:34]([C:37]2[CH:43]=[CH:42][C:40]([CH3:41])=[CH:39][CH:38]=2)(=[O:35])=[O:36])[CH:17]=1. (3) Given the reactants [C:1]([O:5][C:6]([N:8]1[CH2:13][CH2:12][C:11]([OH:15])([CH3:14])[CH2:10][CH2:9]1)=[O:7])([CH3:4])([CH3:3])[CH3:2].[H-].[Na+].[CH2:18](Br)[CH:19]=[CH2:20], predict the reaction product. The product is: [CH2:20]([O:15][C:11]1([CH3:14])[CH2:12][CH2:13][N:8]([C:6]([O:5][C:1]([CH3:4])([CH3:2])[CH3:3])=[O:7])[CH2:9][CH2:10]1)[CH:19]=[CH2:18]. (4) Given the reactants [Cl:1][C:2]1[CH:7]=[C:6]([C:8](=[NH:22])[NH:9][C:10](=[O:21])[C:11]2[C:16](F)=[CH:15][N:14]=[CH:13][C:12]=2[CH:18]2[CH2:20][CH2:19]2)[CH:5]=[CH:4][N:3]=1.C([O-])([O-])=O.[Cs+].[Cs+].CC(N(C)C)=O, predict the reaction product. The product is: [Cl:1][C:2]1[CH:7]=[C:6]([C:8]2[N:9]=[C:10]([OH:21])[C:11]3[C:12]([CH:18]4[CH2:20][CH2:19]4)=[CH:13][N:14]=[CH:15][C:16]=3[N:22]=2)[CH:5]=[CH:4][N:3]=1. (5) Given the reactants [NH2:1][C@H:2]([CH:21]([CH3:23])[CH3:22])[C:3]([N:5]1[CH2:10][CH2:9][C@@:8]([C:12]2[CH:17]=[CH:16][C:15]([Cl:18])=[CH:14][CH:13]=2)([OH:11])[C@:7]([OH:20])([CH3:19])[CH2:6]1)=[O:4].[F:24][C:25]1([F:33])[CH2:29][CH2:28][C@@H:27]([C:30](O)=[O:31])[CH2:26]1.C1C=CC2N(O)N=NC=2C=1.C(Cl)CCl.CCN(C(C)C)C(C)C, predict the reaction product. The product is: [Cl:18][C:15]1[CH:16]=[CH:17][C:12]([C@@:8]2([OH:11])[CH2:9][CH2:10][N:5]([C:3](=[O:4])[C@H:2]([NH:1][C:30]([C@@H:27]3[CH2:28][CH2:29][C:25]([F:33])([F:24])[CH2:26]3)=[O:31])[CH:21]([CH3:23])[CH3:22])[CH2:6][C@@:7]2([OH:20])[CH3:19])=[CH:13][CH:14]=1.